This data is from Full USPTO retrosynthesis dataset with 1.9M reactions from patents (1976-2016). The task is: Predict the reactants needed to synthesize the given product. (1) Given the product [C:1]([C:3]1[CH:8]=[CH:7][CH:6]=[CH:5][C:4]=1[N:9]1[C:14](=[O:15])[C:13]([C:16]2[CH:21]=[CH:20][CH:19]=[CH:18][CH:17]=2)=[C:12]2[CH2:22][O:23][C:24]3[CH:29]=[CH:28][CH:27]=[CH:26][C:25]=3[C:11]2=[N:10]1)#[N:2], predict the reactants needed to synthesize it. The reactants are: [C:1]([C:3]1[CH:8]=[CH:7][CH:6]=[CH:5][C:4]=1[N:9]1[C:14](=[O:15])[CH:13]([C:16]2[CH:21]=[CH:20][CH:19]=[CH:18][CH:17]=2)[CH:12]2[CH2:22][O:23][C:24]3[CH:29]=[CH:28][CH:27]=[CH:26][C:25]=3[C:11]2=[N:10]1)#[N:2].BrBr. (2) Given the product [OH:12][C:3]1[CH:4]=[CH:5][C:6]([C:8]([F:9])([F:10])[F:11])=[CH:7][C:2]=1[NH:1][C:16](=[O:17])[C:15]1[CH:19]=[C:20]([N+:23]([O-:25])=[O:24])[CH:21]=[CH:22][C:14]=1[F:13], predict the reactants needed to synthesize it. The reactants are: [NH2:1][C:2]1[CH:7]=[C:6]([C:8]([F:11])([F:10])[F:9])[CH:5]=[CH:4][C:3]=1[OH:12].[F:13][C:14]1[CH:22]=[CH:21][C:20]([N+:23]([O-:25])=[O:24])=[CH:19][C:15]=1[C:16](Cl)=[O:17]. (3) The reactants are: [Na].[C:2]1([S:8]([OH:10])=[O:9])[CH:7]=[CH:6][CH:5]=[CH:4][CH:3]=1.[C:11]1(=[O:17])[CH2:16][CH2:15][CH2:14][CH:13]=[CH:12]1.Cl. Given the product [C:2]1([S:8]([CH:13]2[CH2:14][CH2:15][CH2:16][C:11](=[O:17])[CH2:12]2)(=[O:10])=[O:9])[CH:7]=[CH:6][CH:5]=[CH:4][CH:3]=1, predict the reactants needed to synthesize it. (4) The reactants are: CS([O:5][CH:6]([CH:17]([CH2:28][CH2:29][CH2:30]/[CH:31]=[CH:32]\[CH2:33][CH2:34][CH2:35][CH2:36][CH3:37])[CH2:18][CH2:19][CH2:20]/[CH:21]=[CH:22]\[CH2:23][CH2:24][CH2:25][CH2:26][CH3:27])[CH2:7][CH2:8][CH2:9]/[CH:10]=[CH:11]\[CH2:12][CH2:13][CH2:14][CH2:15][CH3:16])(=O)=O.[CH3:38][N:39]([CH:41](O)[CH2:42][CH2:43][CH3:44])[CH3:40].[H-].[Na+].O. Given the product [CH2:18]([CH:17]([CH2:28][CH2:29][CH2:30]/[CH:31]=[CH:32]\[CH2:33][CH2:34][CH2:35][CH2:36][CH3:37])[CH:6]([O:5][CH2:44][CH2:43][CH2:42][CH2:41][N:39]([CH3:40])[CH3:38])[CH2:7][CH2:8][CH2:9]/[CH:10]=[CH:11]\[CH2:12][CH2:13][CH2:14][CH2:15][CH3:16])[CH2:19][CH2:20]/[CH:21]=[CH:22]\[CH2:23][CH2:24][CH2:25][CH2:26][CH3:27], predict the reactants needed to synthesize it. (5) The reactants are: [C:1]1([SH:7])[CH:6]=[CH:5][CH:4]=[CH:3][CH:2]=1.C(N(CC)CC)C.[N+:15]([C:18]1[CH:25]=[CH:24][C:21]([CH2:22]Br)=[CH:20][CH:19]=1)([O-:17])=[O:16].O. Given the product [N+:15]([C:18]1[CH:25]=[CH:24][C:21]([CH2:22][S:7][C:1]2[CH:6]=[CH:5][CH:4]=[CH:3][CH:2]=2)=[CH:20][CH:19]=1)([O-:17])=[O:16], predict the reactants needed to synthesize it. (6) Given the product [CH2:30]([C:10]([C:18]1[C:19]2[C:24](=[C:23]([NH:25][S:26]([CH3:29])(=[O:27])=[O:28])[CH:22]=[CH:21][CH:20]=2)[NH:16][CH:17]=1)([C:9]1[C:4]2[CH:3]=[C:2]([CH3:37])[O:1][C:5]=2[CH:6]=[CH:7][CH:8]=1)[CH2:11][CH3:12])[CH3:32], predict the reactants needed to synthesize it. The reactants are: [O:1]1[C:5]2[CH:6]=[CH:7][CH:8]=[C:9]([CH2:10][CH2:11][CH:12](O)CC)[C:4]=2[CH:3]=[CH:2]1.[NH:16]1[C:24]2[C:19](=[CH:20][CH:21]=[CH:22][C:23]=2[NH:25][S:26]([CH3:29])(=[O:28])=[O:27])[CH:18]=[CH:17]1.[C:30](O)([C:32](F)(F)F)=O.[CH2:37](Cl)Cl.